This data is from Full USPTO retrosynthesis dataset with 1.9M reactions from patents (1976-2016). The task is: Predict the reactants needed to synthesize the given product. (1) Given the product [C:21]([C:20]1[C:19]2[CH:29]=[CH:30][CH:31]=[CH:32][C:18]=2[O:17][C:16]=1[C:11]1[CH:12]=[C:13]2[C:8](=[CH:9][CH:10]=1)[CH:7]=[C:6]([O:5][CH2:4][C:3]([OH:33])=[O:2])[CH:15]=[CH:14]2)(=[O:28])[C:22]1[CH:23]=[CH:24][CH:25]=[CH:26][CH:27]=1, predict the reactants needed to synthesize it. The reactants are: C[O:2][C:3](=[O:33])[CH2:4][O:5][C:6]1[CH:15]=[CH:14][C:13]2[C:8](=[CH:9][CH:10]=[C:11]([C:16]3[O:17][C:18]4[CH:32]=[CH:31][CH:30]=[CH:29][C:19]=4[C:20]=3[C:21](=[O:28])[C:22]3[CH:27]=[CH:26][CH:25]=[CH:24][CH:23]=3)[CH:12]=2)[CH:7]=1.[OH-].[K+]. (2) The reactants are: [CH2:1]([O:3][C:4]([C:6]1[CH:10]=[N:9][N:8]2[CH:11]=[CH:12][NH:13][C:7]=12)=[O:5])[CH3:2].S(=O)(=O)(O)O. Given the product [CH2:1]([O:3][C:4]([C:6]1[CH:10]=[N:9][N:8]([CH2:11][CH:12]([O:5][CH2:4][CH3:6])[O:3][CH2:1][CH3:2])[C:7]=1[NH2:13])=[O:5])[CH3:2], predict the reactants needed to synthesize it. (3) Given the product [I:23][C:11]1[C:10](=[O:16])[C:9]2[C:14](=[C:5]([CH2:1][CH:2]([CH3:3])[CH3:4])[C:6]([O:21][CH3:22])=[C:7]([O:19][CH3:20])[C:8]=2[O:17][CH3:18])[O:13][C:12]=1[CH3:15], predict the reactants needed to synthesize it. The reactants are: [CH2:1]([C:5]1[C:6]([O:21][CH3:22])=[C:7]([O:19][CH3:20])[C:8]([O:17][CH3:18])=[C:9]2[C:14]=1[O:13][C:12]([CH3:15])=[CH:11][C:10]2=[O:16])[CH:2]([CH3:4])[CH3:3].[I:23]I. (4) Given the product [Cl:25][C:26]1[CH:31]=[CH:30][C:29]([S:32]([N:22]2[CH2:23][CH2:24][CH:19]([C:10]3[C:9]4[C:13](=[C:14]([C:16]([NH2:18])=[O:17])[CH:15]=[C:7]([C:1]5[CH:2]=[CH:3][CH:4]=[CH:5][CH:6]=5)[CH:8]=4)[NH:12][CH:11]=3)[CH2:20][CH2:21]2)(=[O:34])=[O:33])=[CH:28][CH:27]=1, predict the reactants needed to synthesize it. The reactants are: [C:1]1([C:7]2[CH:8]=[C:9]3[C:13](=[C:14]([C:16]([NH2:18])=[O:17])[CH:15]=2)[NH:12][CH:11]=[C:10]3[CH:19]2[CH2:24][CH2:23][NH:22][CH2:21][CH2:20]2)[CH:6]=[CH:5][CH:4]=[CH:3][CH:2]=1.[Cl:25][C:26]1[CH:31]=[CH:30][C:29]([S:32](Cl)(=[O:34])=[O:33])=[CH:28][CH:27]=1. (5) Given the product [Si:1]([O:8][CH2:9][CH2:10][O:11][C:12]1[CH:13]=[CH:14][C:15]([C:28]2[NH:35][C:33](=[O:34])[C:32]3[C:31](=[CH:39][C:38]([O:40][CH3:41])=[CH:37][C:36]=3[O:42][CH3:43])[N:30]=2)=[N:16][C:17]=1[C:18]1[CH:23]=[CH:22][CH:21]=[C:20]([S:24]([CH3:27])(=[O:25])=[O:26])[CH:19]=1)([C:4]([CH3:7])([CH3:6])[CH3:5])([CH3:3])[CH3:2], predict the reactants needed to synthesize it. The reactants are: [Si:1]([O:8][CH2:9][CH2:10][O:11][C:12]1[CH:13]=[CH:14][C:15]([CH:28]=O)=[N:16][C:17]=1[C:18]1[CH:23]=[CH:22][CH:21]=[C:20]([S:24]([CH3:27])(=[O:26])=[O:25])[CH:19]=1)([C:4]([CH3:7])([CH3:6])[CH3:5])([CH3:3])[CH3:2].[NH2:30][C:31]1[CH:39]=[C:38]([O:40][CH3:41])[CH:37]=[C:36]([O:42][CH3:43])[C:32]=1[C:33]([NH2:35])=[O:34].OS([O-])=O.[Na+].O.C1(C)C=CC(S(O)(=O)=O)=CC=1. (6) Given the product [CH3:1][C:2]1[CH:3]=[C:4]([CH:9]=[CH:10][C:11]=1[S:12]([CH3:15])(=[O:14])=[O:13])[C:5]([OH:7])=[O:6], predict the reactants needed to synthesize it. The reactants are: [CH3:1][C:2]1[CH:3]=[C:4]([CH:9]=[CH:10][C:11]=1[S:12]([CH3:15])(=[O:14])=[O:13])[C:5]([O:7]C)=[O:6].[OH-].[Na+]. (7) Given the product [ClH:9].[ClH:9].[N+:1]([C:4]1[CH:11]=[CH:10][C:7]([CH2:8][N:12]2[CH2:17][CH2:16][NH:15][CH2:14][CH2:13]2)=[CH:6][CH:5]=1)([O-:3])=[O:2], predict the reactants needed to synthesize it. The reactants are: [N+:1]([C:4]1[CH:11]=[CH:10][C:7]([CH2:8][Cl:9])=[CH:6][CH:5]=1)([O-:3])=[O:2].[NH:12]1[CH2:17][CH2:16][NH:15][CH2:14][CH2:13]1. (8) Given the product [CH:5]1([C:8]2[N:2]([CH3:1])[N:3]=[C:10]([OH:12])[CH:9]=2)[CH2:7][CH2:6]1, predict the reactants needed to synthesize it. The reactants are: [CH3:1][NH:2][NH2:3].O.[CH:5]1([C:8]#[C:9][C:10]([O:12]C)=O)[CH2:7][CH2:6]1. (9) Given the product [OH:40][C:37]1([C:35]([N:2]2[CH2:3][CH2:4][CH:5]([NH:8][C:9]([C:11]3[C:15]4[N:16]=[CH:17][N:18]=[C:19]([C:20]5[CH:25]=[C:24]([F:26])[C:23]([O:27][CH3:28])=[CH:22][C:21]=5[O:29][CH2:30][CH:31]5[CH2:33][CH2:32]5)[C:14]=4[NH:13][CH:12]=3)=[O:10])[CH2:6][CH2:7]2)=[O:36])[CH2:39][CH2:38]1, predict the reactants needed to synthesize it. The reactants are: Cl.[NH:2]1[CH2:7][CH2:6][CH:5]([NH:8][C:9]([C:11]2[C:15]3[N:16]=[CH:17][N:18]=[C:19]([C:20]4[CH:25]=[C:24]([F:26])[C:23]([O:27][CH3:28])=[CH:22][C:21]=4[O:29][CH2:30][CH:31]4[CH2:33][CH2:32]4)[C:14]=3[NH:13][CH:12]=2)=[O:10])[CH2:4][CH2:3]1.Cl[C:35]([C:37]1([O:40]C(=O)C)[CH2:39][CH2:38]1)=[O:36].